Dataset: Catalyst prediction with 721,799 reactions and 888 catalyst types from USPTO. Task: Predict which catalyst facilitates the given reaction. (1) Reactant: [Cl:1][C:2]1[CH:3]=[C:4]([C:24](N(OC)C)=[O:25])[C:5]([C:17]2[CH:22]=[CH:21][CH:20]=[C:19]([F:23])[CH:18]=2)=[C:6](/[N:10]=[N:11]/[N:12]2[CH2:16][CH2:15][CH2:14][CH2:13]2)[C:7]=1[C:8]#[CH:9].[CH3:30][Mg]Cl.Cl.O.[Cl-].[Na+].O. Product: [Cl:1][C:2]1[C:7]([C:8]#[CH:9])=[C:6](/[N:10]=[N:11]/[N:12]2[CH2:16][CH2:15][CH2:14][CH2:13]2)[C:5]([C:17]2[CH:22]=[CH:21][CH:20]=[C:19]([F:23])[CH:18]=2)=[C:4]([C:24](=[O:25])[CH3:30])[CH:3]=1. The catalyst class is: 54. (2) Reactant: [CH2:1]([O:3][CH:4](O)[CH3:5])[CH3:2].C(Cl)Cl.N1C(C)=CC=CC=1C.[F:18][C:19]([F:32])([F:31])[S:20]([O:23]S(C(F)(F)F)(=O)=O)(=[O:22])=[O:21]. Product: [O:23]([CH2:2][CH2:1][O:3][CH2:4][CH3:5])[S:20]([C:19]([F:32])([F:31])[F:18])(=[O:22])=[O:21]. The catalyst class is: 6. (3) Reactant: [CH3:1][C:2]1[N:3]([C:8]2[CH:12]=[CH:11][N:10]([CH3:13])[N:9]=2)[C:4]([CH3:7])=[CH:5][CH:6]=1.[Li]CCCC.CCCCCC.[CH3:25][N:26]([CH3:30])[C:27](Cl)=[O:28]. Product: [CH3:25][N:26]([CH3:30])[C:27]([C:11]1[N:10]([CH3:13])[N:9]=[C:8]([N:3]2[C:2]([CH3:1])=[CH:6][CH:5]=[C:4]2[CH3:7])[CH:12]=1)=[O:28]. The catalyst class is: 1. (4) Reactant: [Cl:1][C:2]1[CH:7]=[CH:6][C:5]([C:8](=[O:18])[NH:9][CH2:10][C:11]2[CH:16]=[CH:15][CH:14]=[C:13]([Cl:17])[CH:12]=2)=[CH:4][C:3]=1[NH:19][C:20]([C:22]1[C:35](=[O:36])[NH:34][C:25]2[N:26]=[C:27](S(C)(=O)=O)[N:28]=[CH:29][C:24]=2[CH:23]=1)=[O:21].CN(C=O)C.[CH3:42][C:43]1([CH3:50])[O:47][CH:46]([CH2:48][NH2:49])[CH2:45][O:44]1. Product: [Cl:1][C:2]1[CH:7]=[CH:6][C:5]([C:8](=[O:18])[NH:9][CH2:10][C:11]2[CH:16]=[CH:15][CH:14]=[C:13]([Cl:17])[CH:12]=2)=[CH:4][C:3]=1[NH:19][C:20]([C:22]1[C:35](=[O:36])[NH:34][C:25]2[N:26]=[C:27]([NH:49][CH2:48][CH:46]3[CH2:45][O:44][C:43]([CH3:50])([CH3:42])[O:47]3)[N:28]=[CH:29][C:24]=2[CH:23]=1)=[O:21]. The catalyst class is: 6. (5) Reactant: [NH2:1][C:2]1[N:7]=[C:6]([C:8]([O:10][CH3:11])=[O:9])[CH:5]=[C:4]([Br:12])[CH:3]=1.[C:13]([N:21]=[C:22]=[S:23])(=[O:20])[C:14]1[CH:19]=[CH:18][CH:17]=[CH:16][CH:15]=1.CCCCCC. Product: [C:13]([NH:21][C:22](=[S:23])[NH:1][C:2]1[N:7]=[C:6]([C:8]([O:10][CH3:11])=[O:9])[CH:5]=[C:4]([Br:12])[CH:3]=1)(=[O:20])[C:14]1[CH:19]=[CH:18][CH:17]=[CH:16][CH:15]=1. The catalyst class is: 7. (6) Reactant: [NH2:1][C:2]1[N:6]([CH3:7])[C:5](=[O:8])[C:4]([C:19]2[CH:24]=[CH:23][C:22]([F:25])=[C:21](Br)[CH:20]=2)([C:9]2[CH:14]=[CH:13][C:12]([O:15][CH:16]([F:18])[F:17])=[CH:11][CH:10]=2)[N:3]=1.[CH3:27][S:28]([O:31][C:32]1[CH:37]=[C:36](B2OC(C)(C)C(C)(C)O2)[CH:35]=[C:34]([O:47][CH3:48])[CH:33]=1)(=[O:30])=[O:29].[ClH:49]. Product: [ClH:49].[CH3:27][S:28]([O:31][C:32]1[CH:37]=[C:36]([C:21]2[CH:20]=[C:19]([C:4]3([C:9]4[CH:14]=[CH:13][C:12]([O:15][CH:16]([F:17])[F:18])=[CH:11][CH:10]=4)[C:5](=[O:8])[N:6]([CH3:7])[C:2]([NH2:1])=[N:3]3)[CH:24]=[CH:23][C:22]=2[F:25])[CH:35]=[C:34]([O:47][CH3:48])[CH:33]=1)(=[O:30])=[O:29]. The catalyst class is: 268. (7) Reactant: [I:1]I.[Br:3][C:4]1[C:9]([OH:10])=[CH:8][CH:7]=[CH:6][N:5]=1.C([O-])([O-])=O.[K+].[K+].Cl. Product: [Br:3][C:4]1[C:9]([OH:10])=[CH:8][CH:7]=[C:6]([I:1])[N:5]=1. The catalyst class is: 6.